This data is from Experimentally validated miRNA-target interactions with 360,000+ pairs, plus equal number of negative samples. The task is: Binary Classification. Given a miRNA mature sequence and a target amino acid sequence, predict their likelihood of interaction. (1) The miRNA is hsa-miR-320b with sequence AAAAGCUGGGUUGAGAGGGCAA. The protein sequence of the target gene is MFNSVNLGNFCSPSRKERGADFGERGSCASNLYLPSCTYYMPEFSTVSSFLPQAPSRQISYPYSAQVPPVREVSYGLEPSGKWHHRNSYSSCYAAADELMHRECLPPSTVTEILMKNEGSYGGHHHPSAPHATPAGFYSSVNKNSVLPQAFDRFFDNAYCGGGDPPAEPPCSGKGEAKGEPEAPPASGLASRAEAGAEAEAEEENTNPSSSGSAHSVAKEPAKGAAPNAPRTRKKRCPYSKFQIRELEREFFFNVYINKEKRLQLSRMLNLTDRQVKIWFQNRRMKEKKLSRDRLQYFSG.... Result: 1 (interaction). (2) The miRNA is hsa-miR-6823-3p with sequence UGAGCCUCUCCUUCCCUCCAG. The protein sequence of the target gene is MMRCPAGGAEVEMAELYVKPGNKERGWNDPPQFSYGLQTQTGGPKRTPLTKRVAAPQDGSPRAPETSGPPPVDHPPPSSKASRPPPMGSCPATGVEPPSSPVIESETLIEDVLRPLEQALEDCHGHTKKQVCDDISRRLALLREQWAGGKLSIPVKKRMALLVQELLHHQWDAADDIHRSLMVDHVTEVSQWMVGVKRLIAEKKSLSSEETKEEKFTVEPENQTIPGFQQPS. Result: 0 (no interaction). (3) The miRNA is hsa-miR-144-5p with sequence GGAUAUCAUCAUAUACUGUAAG. The protein sequence of the target gene is MAAAAAVEAAAPMGALWGLVHDFVVGQQEGPADQVAADVKSGNYTVLQVVEALGSSLENPEPRTRARAIQLLSQVLLHCHTLLLEKEVVHLILFYENRLKDHHLVIPSVLQGLKALSLCVALPPGLAVSVLKAIFQEVHVQSLPQVDRHTVYNIITNFMRTREEELKSLGADFTFGFIQVMDGEKDPRNLLVAFRIVHDLISRDYSLGPFVEELFEVTSCYFPIDFTPPPNDPHGIQREDLILSLRAVLASTPRFAEFLLPLLIEKVDSEVLSAKLDSLQTLNACCAVYGQKELKDFLPS.... Result: 0 (no interaction). (4) The miRNA is hsa-miR-215-5p with sequence AUGACCUAUGAAUUGACAGAC. The protein sequence of the target gene is MSYTPGVGGDPAQLAQRISSNIQKITQCSVEIQRTLNQLGTPQDSPELRQQLQQKQQYTNQLAKETDKYIKEFGSLPTTPSEQRQRKIQKDRLVAEFTTSLTNFQKVQRQAAEREKEFVARVRASSRVSGSFPEDSSKERNLVSWESQTQPQVQVQDEEITEDDLRLIHERESSIRQLEADIMDINEIFKDLGMMIHEQGDVIDSIEANVENAEVHVQQANQQLSRAADYQRKSRKTLCIIILILVIGVAIISLIIWGLNH. Result: 1 (interaction). (5) The miRNA is hsa-miR-507 with sequence UUUUGCACCUUUUGGAGUGAA. The protein sequence of the target gene is MEPQVTLNVTFKNETQSFLVSDPENTTWADVEAMVKVSFDLNTIQIKYLDEENEEISINSQGEYEEALKMANIKQGNQLQMQVHEGYHVVDEALPKNVVENQAAARTGKKPLAHYSSLVRVLGSDMKTTEEPAPEQCSSAPCDTDQPQDKPPDWFTSYLEMFREQVVKETVEKLEQRLQEKLVLQKPLLSSSPTEVSMPISEETLFLPENQFSWHIACSHCQKRIVGVRYQCSLCPSYNICEDCEAGPYTHDTNHVLLKLRRPVVISSEPFFYSKYSAPRLPAALEQVRLQKQVDKNFVK.... Result: 0 (no interaction). (6) The miRNA is hsa-miR-181b-5p with sequence AACAUUCAUUGCUGUCGGUGGGU. The protein sequence of the target gene is MAEAGGAGSPALPPAPPHGSPRTLATAAGSSASCGPATAVAAAGTAEGPGGGGSARIAVKKAQLRSAPRAKKLEKLGVYSACKAEESCKCNGWKNPNPSPTPPRGDLQQIIVSLTESCRSCSHALAAHVSHLENVSEEEMDRLLGIVLDVEYLFTCVHKEEDADTKQVYFYLFKLLRKSILQRGKPVVEGSLEKKPPFEKPSIEQGVNNFVQYKFSHLPSKERQTTIELAKMFLNRINYWHLEAPSQRRLRSPNDDISGYKENYTRWLCYCNVPQFCDSLPRYETTKVFGRTLLRSVFTI.... Result: 0 (no interaction). (7) The miRNA is hsa-miR-4469 with sequence GCUCCCUCUAGGGUCGCUCGGA. The protein sequence of the target gene is MAGSVADSDAVVKLDDGHLNNSLSSPVQADVYFPRLIVPFCGHIKGGMRPGKKVLVMGIVDLNPESFAISLTCGDSEDPPADVAIELKAVFTDRQLLRNSCISGERGEEQSAIPYFPFIPDQPFRVEILCEHPRFRVFVDGHQLFDFYHRIQTLSAIDTIKINGDLQITKLG. Result: 1 (interaction).